From a dataset of Full USPTO retrosynthesis dataset with 1.9M reactions from patents (1976-2016). Predict the reactants needed to synthesize the given product. (1) Given the product [F:1][C:2]([F:16])([C:12]([F:15])([F:14])[F:13])[CH2:3][CH2:4][CH2:5][S:6]([CH2:8][CH2:9][CH2:10][NH:17][CH2:18][CH2:19][OH:20])=[O:7], predict the reactants needed to synthesize it. The reactants are: [F:1][C:2]([F:16])([C:12]([F:15])([F:14])[F:13])[CH2:3][CH2:4][CH2:5][S:6]([CH2:8][CH2:9][CH2:10]Cl)=[O:7].[NH2:17][CH2:18][CH2:19][OH:20]. (2) Given the product [Cl:1][C:2]1[CH:3]=[C:4]([O:9][CH:11]([CH2:21][CH3:22])[C:12]([NH:14][C:15]([CH3:20])([CH3:19])[C:16]#[C:17][CH3:18])=[O:13])[CH:5]=[N:6][C:7]=1[Cl:8], predict the reactants needed to synthesize it. The reactants are: [Cl:1][C:2]1[CH:3]=[C:4]([OH:9])[CH:5]=[N:6][C:7]=1[Cl:8].Br[CH:11]([CH2:21][CH3:22])[C:12]([NH:14][C:15]([CH3:20])([CH3:19])[C:16]#[C:17][CH3:18])=[O:13]. (3) Given the product [N+:25]([C:28]1[CH:29]=[CH:30][C:31]([S:34]([NH:1][CH:2]([CH2:8][CH:9]=[C:10]2[CH2:11][CH2:12][O:13][CH2:14][CH2:15]2)[C:3]([O:5][CH2:6][CH3:7])=[O:4])(=[O:36])=[O:35])=[CH:32][CH:33]=1)([O-:27])=[O:26], predict the reactants needed to synthesize it. The reactants are: [NH2:1][CH:2]([CH2:8][CH:9]=[C:10]1[CH2:15][CH2:14][O:13][CH2:12][CH2:11]1)[C:3]([O:5][CH2:6][CH3:7])=[O:4].CCN(C(C)C)C(C)C.[N+:25]([C:28]1[CH:33]=[CH:32][C:31]([S:34](Cl)(=[O:36])=[O:35])=[CH:30][CH:29]=1)([O-:27])=[O:26]. (4) Given the product [CH2:1]([NH:5][C:6]1[C:15]2[C:10](=[CH:11][C:12]([O:27][CH2:26][CH2:25][O:24][CH3:23])=[C:13]([O:16][CH3:17])[CH:14]=2)[N:9]=[CH:8][C:7]=1[C:19]#[N:20])[CH2:2][CH2:3][CH3:4], predict the reactants needed to synthesize it. The reactants are: [CH2:1]([NH:5][C:6]1[C:15]2[C:10](=[CH:11][C:12](F)=[C:13]([O:16][CH3:17])[CH:14]=2)[N:9]=[CH:8][C:7]=1[C:19]#[N:20])[CH2:2][CH2:3][CH3:4].[H-].[Na+].[CH3:23][O:24][CH2:25][CH2:26][OH:27]. (5) The reactants are: Br[CH2:2][C:3](=O)[C:4]([O:6][CH2:7][CH3:8])=[O:5].[NH2:10][C:11](=[S:35])[CH2:12][C@H:13]1[C@H:19]([C:20]2[CH:25]=[CH:24][C:23]([Cl:26])=[C:22]([Cl:27])[CH:21]=2)[O:18][CH2:17][CH2:16][N:15]([C:28]([O:30][C:31]([CH3:34])([CH3:33])[CH3:32])=[O:29])[CH2:14]1.C(N(CC)CC)C.C(OC(OC(C)(C)C)=O)(OC(C)(C)C)=O.C(=O)([O-])O.[Na+]. Given the product [Cl:27][C:22]1[CH:21]=[C:20]([C@@H:19]2[O:18][CH2:17][CH2:16][N:15]([C:28]([O:30][C:31]([CH3:32])([CH3:33])[CH3:34])=[O:29])[CH2:14][C@H:13]2[CH2:12][C:11]2[S:35][CH:2]=[C:3]([C:4]([O:6][CH2:7][CH3:8])=[O:5])[N:10]=2)[CH:25]=[CH:24][C:23]=1[Cl:26], predict the reactants needed to synthesize it.